Dataset: Catalyst prediction with 721,799 reactions and 888 catalyst types from USPTO. Task: Predict which catalyst facilitates the given reaction. Reactant: O[C:2]1[CH:7]=[CH:6][C:5]([C:8]2[O:9][C:10]3[C:15]([C:16](=[O:18])[CH:17]=2)=[CH:14][CH:13]=[CH:12][CH:11]=3)=[CH:4][CH:3]=1.[CH3:19][C:20]([O:22]C(C)=O)=[O:21].CCN(CC)CC.O. Product: [O:18]=[C:16]1[C:15]2[C:10](=[CH:11][CH:12]=[CH:13][CH:14]=2)[O:9][C:8]([C:5]2[CH:6]=[CH:7][C:2]([CH2:19][C:20]([OH:22])=[O:21])=[CH:3][CH:4]=2)=[CH:17]1.[C:20]([OH:22])(=[O:21])[CH3:19]. The catalyst class is: 79.